Dataset: Forward reaction prediction with 1.9M reactions from USPTO patents (1976-2016). Task: Predict the product of the given reaction. (1) Given the reactants [OH:1][C@@H:2]([CH2:18][N:19]1[CH2:24][CH2:23][O:22][CH2:21][CH2:20]1)[CH2:3][N:4]1[CH2:10][CH2:9][CH2:8][C:7]2[NH:11][C:12]([CH:15]=O)=[C:13]([CH3:14])[C:6]=2[C:5]1=[O:17].[F:25][C:26]1[CH:27]=[C:28]2[C:32](=[CH:33][CH:34]=1)[NH:31][C:30](=[O:35])[CH2:29]2.N1CCCCC1, predict the reaction product. The product is: [F:25][C:26]1[CH:27]=[C:28]2[C:32](=[CH:33][CH:34]=1)[NH:31][C:30](=[O:35])/[C:29]/2=[CH:15]\[C:12]1[NH:11][C:7]2[CH2:8][CH2:9][CH2:10][N:4]([CH2:3][C@@H:2]([OH:1])[CH2:18][N:19]3[CH2:20][CH2:21][O:22][CH2:23][CH2:24]3)[C:5](=[O:17])[C:6]=2[C:13]=1[CH3:14]. (2) Given the reactants Cl[C:2]1[CH:7]=[C:6]([C:8]([F:11])([F:10])[F:9])[N:5]=[C:4]([CH:12]2[CH2:16][CH2:15][CH2:14][CH2:13]2)[N:3]=1.[NH2:17][C:18]1[CH:23]=[CH:22][C:21]([CH2:24][CH2:25][OH:26])=[CH:20][CH:19]=1, predict the reaction product. The product is: [CH:12]1([C:4]2[N:3]=[C:2]([NH:17][C:18]3[CH:23]=[CH:22][C:21]([CH2:24][CH2:25][OH:26])=[CH:20][CH:19]=3)[CH:7]=[C:6]([C:8]([F:11])([F:10])[F:9])[N:5]=2)[CH2:16][CH2:15][CH2:14][CH2:13]1. (3) Given the reactants [O:1]=[C:2]1[C:7]2[C:8]([C:11]([O:13]CC)=[O:12])=[CH:9][O:10][C:6]=2[CH2:5][C:4]2([CH2:20][CH2:19][CH2:18][CH2:17][CH2:16]2)[NH:3]1.O=C1C2C(C(OCC)=O)=COC=2CC2(CCOCC2)C1, predict the reaction product. The product is: [O:1]=[C:2]1[C:7]2[C:8]([C:11]([OH:13])=[O:12])=[CH:9][O:10][C:6]=2[CH2:5][C:4]2([CH2:16][CH2:17][CH2:18][CH2:19][CH2:20]2)[NH:3]1. (4) Given the reactants [N+:1]([C:4]1[CH:5]=[C:6]([OH:11])[C:7](=[CH:9][CH:10]=1)[OH:8])([O-:3])=[O:2].C(=O)([O-])[O-].[Li+].[Li+].[CH2:18]([CH:20]1[O:22][CH2:21]1)Cl.O, predict the reaction product. The product is: [N+:1]([C:4]1[CH:10]=[CH:9][C:7]2[O:8][CH2:18][CH:20]([CH2:21][OH:22])[O:11][C:6]=2[CH:5]=1)([O-:3])=[O:2]. (5) Given the reactants C(O)(=O)CC(CC(O)=O)(C(O)=O)O.[Cl:14][C:15]1[CH:16]=[CH:17][C:18]([N+:34]([O-:36])=[O:35])=[C:19]([CH:21]([O:29][Si](C)(C)C)[CH2:22][CH2:23][C:24]([O:26][CH2:27][CH3:28])=[O:25])[CH:20]=1, predict the reaction product. The product is: [Cl:14][C:15]1[CH:16]=[CH:17][C:18]([N+:34]([O-:36])=[O:35])=[C:19]([CH:21]([OH:29])[CH2:22][CH2:23][C:24]([O:26][CH2:27][CH3:28])=[O:25])[CH:20]=1. (6) Given the reactants [Cl:1][C:2]1[CH:10]=[C:9]2[C:5]([C:6]([CH:11]=[O:12])=[CH:7][NH:8]2)=[CH:4][C:3]=1[C:13]1[CH:18]=[CH:17][C:16]([C:19]2([CH2:23][OH:24])[CH2:22][CH2:21][CH2:20]2)=[CH:15][CH:14]=1.CC(=CC)C.Cl([O-])=[O:31].[Na+].O.OP([O-])(O)=O.[Na+], predict the reaction product. The product is: [Cl:1][C:2]1[CH:10]=[C:9]2[C:5]([C:6]([C:11]([OH:31])=[O:12])=[CH:7][NH:8]2)=[CH:4][C:3]=1[C:13]1[CH:18]=[CH:17][C:16]([C:19]2([CH2:23][OH:24])[CH2:22][CH2:21][CH2:20]2)=[CH:15][CH:14]=1.